Dataset: Forward reaction prediction with 1.9M reactions from USPTO patents (1976-2016). Task: Predict the product of the given reaction. (1) The product is: [CH3:6][CH2:5][CH2:4][CH:3]([CH3:8])[CH3:2].[F:52][C:26]([F:25])([F:51])[C:27]1[CH:32]=[CH:31][C:30]([S:33]([C@@:36]2([C:43]3[CH:48]=[C:47]([F:49])[CH:46]=[CH:45][C:44]=3[F:50])[CH2:41][CH2:40][C:39](=[O:42])[C@@H:38]([CH2:58][O:57][CH2:56][CH2:55][Si:54]([CH3:61])([CH3:60])[CH3:53])[CH2:37]2)(=[O:35])=[O:34])=[CH:29][CH:28]=1. Given the reactants C[CH:2](N[CH:2](C)[C:3]1[CH:8]=C[CH:6]=[CH:5][CH:4]=1)[C:3]1[CH:8]=C[CH:6]=[CH:5][CH:4]=1.[Cl-].[Li+].C([Li])CCC.[F:25][C:26]([F:52])([F:51])[C:27]1[CH:32]=[CH:31][C:30]([S:33]([C:36]2([C:43]3[CH:48]=[C:47]([F:49])[CH:46]=[CH:45][C:44]=3[F:50])[CH2:41][CH2:40][C:39](=[O:42])[CH2:38][CH2:37]2)(=[O:35])=[O:34])=[CH:29][CH:28]=1.[CH3:53][Si:54]([CH3:61])([CH3:60])[CH2:55][CH2:56][O:57][CH2:58]Cl, predict the reaction product. (2) Given the reactants [CH2:1]([C:3]1[C:19]([O:20][CH2:21][O:22][CH3:23])=[CH:18][C:17]2[CH2:16][CH2:15][CH:14]3[CH:6]([CH2:7][CH2:8][C:9]4([CH3:25])[CH:13]3[CH2:12][CH2:11][C:10]4=[O:24])[C:5]=2[CH:4]=1)[CH3:2].CO.[BH4-].[Na+], predict the reaction product. The product is: [CH2:1]([C:3]1[C:19]([O:20][CH2:21][O:22][CH3:23])=[CH:18][C:17]2[CH2:16][CH2:15][CH:14]3[CH:6]([CH2:7][CH2:8][C:9]4([CH3:25])[CH:13]3[CH2:12][CH2:11][CH:10]4[OH:24])[C:5]=2[CH:4]=1)[CH3:2].